Task: Predict the reactants needed to synthesize the given product.. Dataset: Full USPTO retrosynthesis dataset with 1.9M reactions from patents (1976-2016) (1) Given the product [CH3:31][C:32]([CH3:35])([CH3:34])[CH2:33][N:6]1[C:7](=[O:28])[C:8]([CH2:13][C:14]2[CH:19]=[CH:18][C:17]([C:20]3[CH:25]=[CH:24][CH:23]=[CH:22][C:21]=3[C:26]3[NH:44][C:36](=[O:39])[O:37][N:27]=3)=[CH:16][CH:15]=2)=[C:9]([CH2:10][CH2:11][CH3:12])[N:4]2[N:3]=[C:2]([CH3:1])[N:29]=[C:5]12, predict the reactants needed to synthesize it. The reactants are: [CH3:1][C:2]1[N:29]=[C:5]2[NH:6][C:7](=[O:28])[C:8]([CH2:13][C:14]3[CH:19]=[CH:18][C:17]([C:20]4[C:21]([C:26]#[N:27])=[CH:22][CH:23]=[CH:24][CH:25]=4)=[CH:16][CH:15]=3)=[C:9]([CH2:10][CH2:11][CH3:12])[N:4]2[N:3]=1.I[CH2:31][C:32]([CH3:35])([CH3:34])[CH3:33].[C:36](=[O:39])([O-])[O-:37].[Cs+].[Cs+].[Cl-].O[NH3+:44].C(=O)([O-])O.[Na+]. (2) Given the product [CH2:9]([N:6]1[C:7]2[C:2](=[N:1][CH:15]=[CH:16][N:8]=2)[C:3](=[O:14])[NH:4][C:5]1=[O:13])[CH:10]([CH3:11])[CH3:12], predict the reactants needed to synthesize it. The reactants are: [NH2:1][C:2]1[C:3](=[O:14])[NH:4][C:5](=[O:13])[N:6]([CH2:9][CH:10]([CH3:12])[CH3:11])[C:7]=1[NH2:8].[CH:15](S([O-])(=O)=O)(O)[CH:16](S([O-])(=O)=O)O.O.[Na+].[Na+].